This data is from Forward reaction prediction with 1.9M reactions from USPTO patents (1976-2016). The task is: Predict the product of the given reaction. (1) The product is: [C:16]1([CH2:15][CH2:14][CH2:13][CH2:12][CH2:11][C:10]2[NH:2][C:1](=[O:25])[C:3]3[CH:8]=[CH:7][CH:6]=[N:5][C:4]=3[N:9]=2)[CH:21]=[CH:20][CH:19]=[CH:18][CH:17]=1. Given the reactants [C:1]([C:3]1[C:4]([NH:9][C:10](=O)[CH2:11][CH2:12][CH2:13][CH2:14][CH2:15][C:16]2[CH:21]=[CH:20][CH:19]=[CH:18][CH:17]=2)=[N:5][CH:6]=[CH:7][CH:8]=1)#[N:2].C([OH:25])C.OO.O, predict the reaction product. (2) Given the reactants [CH3:1][O:2][C:3](=[O:42])[CH2:4][C:5]1[CH:10]=[CH:9][CH:8]=[C:7]([O:11][CH2:12][CH2:13][CH2:14][N:15]([CH2:30][C:31]2[CH:36]=[CH:35][CH:34]=[C:33]([C:37]([F:40])([F:39])[F:38])[C:32]=2[Cl:41])[CH2:16][CH:17]([C:24]2[CH:29]=[CH:28][CH:27]=[CH:26][CH:25]=2)[C:18]2[CH:23]=[CH:22][CH:21]=[CH:20][CH:19]=2)[CH:6]=1.[CH:43]([N-]C(C)C)(C)[CH3:44].[Li+].I[CH2:52][CH3:53], predict the reaction product. The product is: [CH3:1][O:2][C:3](=[O:42])[C:4]([C:5]1[CH:10]=[CH:9][CH:8]=[C:7]([O:11][CH2:12][CH2:13][CH2:14][N:15]([CH2:30][C:31]2[CH:36]=[CH:35][CH:34]=[C:33]([C:37]([F:38])([F:39])[F:40])[C:32]=2[Cl:41])[CH2:16][CH:17]([C:24]2[CH:25]=[CH:26][CH:27]=[CH:28][CH:29]=2)[C:18]2[CH:23]=[CH:22][CH:21]=[CH:20][CH:19]=2)[CH:6]=1)([CH2:52][CH3:53])[CH2:43][CH3:44]. (3) Given the reactants [CH3:1][N:2]([CH3:48])[C:3]1[CH:4]=[C:5]2[C:10](=[CH:11][CH:12]=1)[C:9](=[O:13])[N:8]([C:14]1[CH:24]=[CH:23][CH:22]=[C:21]([C:25]3[CH:30]=[C:29]([NH:31][C:32]4[CH:37]=[CH:36][C:35]([C:38]([N:40]5[CH2:45][CH2:44][O:43][CH2:42][CH2:41]5)=[O:39])=[CH:34][N:33]=4)[C:28](=[O:46])[N:27]([CH3:47])[CH:26]=3)[C:15]=1[CH2:16][O:17]C(=O)C)[CH:7]=[CH:6]2.O.[OH-].[Li+], predict the reaction product. The product is: [CH3:1][N:2]([CH3:48])[C:3]1[CH:4]=[C:5]2[C:10](=[CH:11][CH:12]=1)[C:9](=[O:13])[N:8]([C:14]1[CH:24]=[CH:23][CH:22]=[C:21]([C:25]3[CH:30]=[C:29]([NH:31][C:32]4[CH:37]=[CH:36][C:35]([C:38]([N:40]5[CH2:45][CH2:44][O:43][CH2:42][CH2:41]5)=[O:39])=[CH:34][N:33]=4)[C:28](=[O:46])[N:27]([CH3:47])[CH:26]=3)[C:15]=1[CH2:16][OH:17])[CH:7]=[CH:6]2. (4) Given the reactants NC1C=CC([NH:8][C:9]([N:11]2[CH2:19][C:18]3[C:13](=[CH:14][CH:15]=[CH:16][CH:17]=3)[CH2:12]2)=[O:10])=CC=1.C1(CCCC(O)=[O:30])C=CC=CC=1.O.[OH:33][N:34]1[C:38]2[CH:39]=[CH:40][CH:41]=[CH:42][C:37]=2N=N1.CN1CCOCC1.Cl.CN(C)CCCN=C=NCC, predict the reaction product. The product is: [N+:34]([C:38]1[CH:37]=[CH:42][C:41]([NH:8][C:9]([N:11]2[CH2:19][C:18]3[C:13](=[CH:14][CH:15]=[CH:16][CH:17]=3)[CH2:12]2)=[O:10])=[CH:40][CH:39]=1)([O-:33])=[O:30]. (5) Given the reactants [Br:1][C:2]1[C:3]([O:10][CH3:11])=[C:4]([CH:7]=[CH:8][CH:9]=1)C=O.CO[CH:14]([O:17][CH3:18])[O:15][CH3:16].ClS(O)(=O)=O, predict the reaction product. The product is: [Br:1][C:2]1[CH:9]=[CH:8][CH:7]=[C:4]([CH:14]([O:15][CH3:16])[O:17][CH3:18])[C:3]=1[O:10][CH3:11]. (6) Given the reactants [Cl:1][C:2]1[CH:7]=[CH:6][C:5]([C:8]2[CH:13]=[N:12][N:11]3[C:14](=[O:17])[NH:15][N:16]=[C:10]3[C:9]=2[C:18]2[CH:23]=[CH:22][N:21]=[CH:20][CH:19]=2)=[CH:4][CH:3]=1.C([O-])([O-])=O.[K+].[K+].Br[CH2:31][C:32]1[CH:37]=[CH:36][C:35]([C:38]2[O:42][N:41]=[CH:40][CH:39]=2)=[CH:34][CH:33]=1, predict the reaction product. The product is: [O:42]1[C:38]([C:35]2[CH:36]=[CH:37][C:32]([CH2:31][N:15]3[C:14](=[O:17])[N:11]4[N:12]=[CH:13][C:8]([C:5]5[CH:6]=[CH:7][C:2]([Cl:1])=[CH:3][CH:4]=5)=[C:9]([C:18]5[CH:23]=[CH:22][N:21]=[CH:20][CH:19]=5)[C:10]4=[N:16]3)=[CH:33][CH:34]=2)=[CH:39][CH:40]=[N:41]1.